From a dataset of Forward reaction prediction with 1.9M reactions from USPTO patents (1976-2016). Predict the product of the given reaction. (1) Given the reactants [O:1]1[CH2:3][C@@H:2]1[CH2:4][N:5]1[C:13]2[C:8](=[CH:9][C:10]([N:14]3[CH:19]=[CH:18][C:17]([C:20]4[CH:25]=[CH:24][C:23]([C:26]([F:29])([F:28])[F:27])=[CH:22][CH:21]=4)=[CH:16][C:15]3=[O:30])=[CH:11][CH:12]=2)[CH:7]=[N:6]1.[NH:31]1[CH2:35][CH2:34][CH2:33][CH2:32]1.[ClH:36], predict the reaction product. The product is: [ClH:36].[OH:1][C@H:2]([CH2:3][N:31]1[CH2:35][CH2:34][CH2:33][CH2:32]1)[CH2:4][N:5]1[C:13]2[C:8](=[CH:9][C:10]([N:14]3[CH:19]=[CH:18][C:17]([C:20]4[CH:25]=[CH:24][C:23]([C:26]([F:27])([F:28])[F:29])=[CH:22][CH:21]=4)=[CH:16][C:15]3=[O:30])=[CH:11][CH:12]=2)[CH:7]=[N:6]1. (2) Given the reactants [CH2:1]([N:3](C(=O)C1C=CC(O)=CC=1)[C:4]1[CH:9]=[C:8]([O:10][CH3:11])[C:7]([O:12][CH3:13])=[CH:6][C:5]=1[C@@H:14]1[CH2:23][CH2:22][C:21]2[CH:20]=[C:19]([O:24]C(=O)C(C)(C)C)[CH:18]=[CH:17][C:16]=2[CH2:15]1)[CH3:2].Cl[CH2:41][C:42]([N:44]([CH2:46][CH2:47][O:48][CH2:49][CH3:50])[CH3:45])=O, predict the reaction product. The product is: [CH2:8]([O:10][CH2:41][CH2:42][N:44]([CH3:45])[CH2:46][CH2:47][O:48][C:49]1[CH:50]=[CH:6][C:5]([CH2:14][CH2:2][CH2:1][NH:3][C:4]2[CH:9]=[C:8]([O:10][CH3:11])[C:7]([O:12][CH3:13])=[CH:6][C:5]=2[C@@H:14]2[CH2:23][CH2:22][C:21]3[CH:20]=[C:19]([OH:24])[CH:18]=[CH:17][C:16]=3[CH2:15]2)=[CH:4][CH:9]=1)[CH3:7].